This data is from Catalyst prediction with 721,799 reactions and 888 catalyst types from USPTO. The task is: Predict which catalyst facilitates the given reaction. (1) Reactant: [Cl:1][C:2]1[C:3]([O:14][CH2:15][CH2:16][CH2:17][Si:18]([CH3:21])([CH3:20])[CH3:19])=[CH:4][C:5]([CH3:13])=[C:6]([NH:8][CH:9]=[N:10][C:11]#N)[CH:7]=1.Cl[C:23]1C(OCCC[Si](C)(C)C)=CC(C)=C(N(C#N)C=N)[CH:28]=1.C(NC)C.CCOCC. Product: [Cl:1][C:2]1[C:3]([O:14][CH2:15][CH2:16][CH2:17][Si:18]([CH3:21])([CH3:20])[CH3:19])=[CH:4][C:5]([CH3:13])=[C:6]([N:8]=[CH:9][N:10]([CH2:23][CH3:28])[CH3:11])[CH:7]=1. The catalyst class is: 10. (2) Reactant: C1(C)C=CC=CC=1.CSC.B.[Br:12][CH2:13][CH2:14][CH:15]=[C:16]1[C:22]2[CH:23]=[CH:24][CH:25]=[CH:26][C:21]=2[CH2:20][C:19](=[O:27])[C:18]2[CH:28]=[CH:29][CH:30]=[CH:31][C:17]1=2.C(=O)(O)[O-].[Na+]. Product: [Br:12][CH2:13][CH2:14][CH:15]=[C:16]1[C:22]2[CH:23]=[CH:24][CH:25]=[CH:26][C:21]=2[CH2:20][C@H:19]([OH:27])[C:18]2[CH:28]=[CH:29][CH:30]=[CH:31][C:17]1=2. The catalyst class is: 111. (3) Reactant: [Br:1][C:2]1[CH:3]=[C:4]([CH:12]=[C:13]([CH:15]=O)[CH:14]=1)[C:5]([O:7][C:8]([CH3:11])([CH3:10])[CH3:9])=[O:6].Cl.[NH2:18][OH:19].N1C=CC=CC=1. Product: [Br:1][C:2]1[CH:3]=[C:4]([CH:12]=[C:13](/[CH:15]=[N:18]/[OH:19])[CH:14]=1)[C:5]([O:7][C:8]([CH3:11])([CH3:10])[CH3:9])=[O:6]. The catalyst class is: 12. (4) Reactant: [Cl:1][C:2]1[CH:3]=[C:4]([C:10]2([C:32]([F:35])([F:34])[F:33])[O:14][N:13]=[C:12]([C:15]3[C:24]4[C:19](=[CH:20][CH:21]=[CH:22][CH:23]=4)[C:18]([C:25]([NH:27][CH2:28][CH2:29][S:30][CH3:31])=[O:26])=[CH:17][CH:16]=3)[CH2:11]2)[CH:5]=[C:6]([Cl:9])[C:7]=1[Cl:8].ClC1C=C(C2(C(F)(F)F)ON=C(C3C4C(=CC=CC=4)C(C(NCCS(C)(=[N:66][C:67](=[O:72])[C:68]([F:71])([F:70])[F:69])=O)=O)=CC=3)C2)C=C(Cl)C=1.FC(F)(F)C(N)=O.C(OI(C1C=CC=CC=1)OC(=O)C)(=O)C. Product: [Cl:1][C:2]1[CH:3]=[C:4]([C:10]2([C:32]([F:33])([F:34])[F:35])[O:14][N:13]=[C:12]([C:15]3[C:24]4[C:19](=[CH:20][CH:21]=[CH:22][CH:23]=4)[C:18]([C:25]([NH:27][CH2:28][CH2:29][S:30]([CH3:31])=[N:66][C:67](=[O:72])[C:68]([F:71])([F:70])[F:69])=[O:26])=[CH:17][CH:16]=3)[CH2:11]2)[CH:5]=[C:6]([Cl:9])[C:7]=1[Cl:8]. The catalyst class is: 4. (5) Reactant: C([O:3][C:4]([C:6]1[C:15](=[O:16])[C:14]2[C:9](=[C:10]([O:33][CH:34]([F:36])[F:35])[C:11]([C:17]3[CH:18]=[C:19]4[CH2:24][N:23](C(OC(C)(C)C)=O)[CH2:22][CH2:21][N:20]4[CH:32]=3)=[CH:12][CH:13]=2)[N:8]([CH:37]2[CH2:39][CH2:38]2)[CH:7]=1)=[O:5])C.[OH-].[Na+].Cl. Product: [CH:37]1([N:8]2[C:9]3[C:14](=[CH:13][CH:12]=[C:11]([C:17]4[CH:18]=[C:19]5[CH2:24][NH:23][CH2:22][CH2:21][N:20]5[CH:32]=4)[C:10]=3[O:33][CH:34]([F:35])[F:36])[C:15](=[O:16])[C:6]([C:4]([OH:5])=[O:3])=[CH:7]2)[CH2:38][CH2:39]1. The catalyst class is: 36. (6) Reactant: COC[O:4][C:5]1[C:10]2[C:11]3([CH2:14][O:15][C:9]=2[C:8]([CH3:16])=[CH:7][CH:6]=1)[CH2:13][CH2:12]3.O. Product: [CH3:16][C:8]1[CH:7]=[CH:6][C:5]([OH:4])=[C:10]2[C:11]3([CH2:13][CH2:12]3)[CH2:14][O:15][C:9]=12. The catalyst class is: 361. (7) Reactant: [C:1](=[O:4])([O-])[O-].[K+].[K+].CI.[C:9]([N:13]1[C:17](O)=[CH:16][C:15]([C:19]([F:22])([F:21])[F:20])=[N:14]1)([CH3:12])([CH3:11])[CH3:10].O. Product: [C:9]([N:13]1[C:17]([O:4][CH3:1])=[CH:16][C:15]([C:19]([F:21])([F:22])[F:20])=[N:14]1)([CH3:12])([CH3:10])[CH3:11]. The catalyst class is: 9.